This data is from Forward reaction prediction with 1.9M reactions from USPTO patents (1976-2016). The task is: Predict the product of the given reaction. (1) Given the reactants [Br:1][C:2]1[CH:3]=[C:4]([CH:29]=[C:30]([C:32]([F:35])([F:34])[F:33])[CH:31]=1)[CH2:5][O:6][CH2:7][C:8]1([C:21]2[CH:26]=[CH:25][C:24]([F:27])=[CH:23][C:22]=2[F:28])[CH2:13][CH2:12][N:11]([C:14](OC(C)(C)C)=O)[CH2:10][CH2:9]1.C(O[BH-](OC(=O)C)OC(=O)C)(=O)C.[Na+], predict the reaction product. The product is: [Br:1][C:2]1[CH:3]=[C:4]([CH:29]=[C:30]([C:32]([F:34])([F:35])[F:33])[CH:31]=1)[CH2:5][O:6][CH2:7][C:8]1([C:21]2[CH:26]=[CH:25][C:24]([F:27])=[CH:23][C:22]=2[F:28])[CH2:9][CH2:10][N:11]([CH3:14])[CH2:12][CH2:13]1. (2) Given the reactants Cl[C:2]1[N:10]=[CH:9][C:8]([F:11])=[CH:7][C:3]=1[C:4]([OH:6])=[O:5].S(Cl)(Cl)=O.C(OC(=O)C1C=C(F)C=NC=1Cl)C.C(=O)([O-])[O-].[Cs+].[Cs+].[CH2:35]1[O:39][C:38]2[CH:40]=[C:41]([OH:44])[CH:42]=[CH:43][C:37]=2[O:36]1.[OH-].[Li+], predict the reaction product. The product is: [O:36]1[C:37]2[CH:43]=[CH:42][C:41]([O:44][C:2]3[N:10]=[CH:9][C:8]([F:11])=[CH:7][C:3]=3[C:4]([OH:6])=[O:5])=[CH:40][C:38]=2[O:39][CH2:35]1. (3) Given the reactants [CH2:1]([O:3][C:4]([C:6]1[N:7]=[C:8]([Br:23])[N:9]([CH:20]([CH3:22])[CH3:21])[C:10]=1[CH:11]([C:13]1[CH:18]=[CH:17][C:16]([Cl:19])=[CH:15][CH:14]=1)O)=[O:5])[CH3:2].[Cl:24][C:25]1[CH:26]=[C:27]([CH:29]=[CH:30][CH:31]=1)[NH2:28], predict the reaction product. The product is: [CH2:1]([O:3][C:4]([C:6]1[N:7]=[C:8]([Br:23])[N:9]([CH:20]([CH3:22])[CH3:21])[C:10]=1[CH:11]([C:13]1[CH:18]=[CH:17][C:16]([Cl:19])=[CH:15][CH:14]=1)[NH:28][C:27]1[CH:29]=[CH:30][CH:31]=[C:25]([Cl:24])[CH:26]=1)=[O:5])[CH3:2]. (4) Given the reactants [CH3:1][O:2][CH:3]([C:17]1[CH:22]=[CH:21][CH:20]=[CH:19][CH:18]=1)[CH:4]1[CH2:9][CH2:8][N:7](C(OC(C)(C)C)=O)[CH2:6][CH2:5]1.C1(OC)C=CC=CC=1.FC(F)(F)C(O)=O.Cl, predict the reaction product. The product is: [CH3:1][O:2][CH:3]([C:17]1[CH:22]=[CH:21][CH:20]=[CH:19][CH:18]=1)[CH:4]1[CH2:5][CH2:6][NH:7][CH2:8][CH2:9]1. (5) The product is: [Br:9][C:10]1[CH:14]=[CH:13][N:12]([C:2]2[C:7]([Cl:8])=[CH:6][CH:5]=[CH:4][N:3]=2)[N:11]=1. Given the reactants Cl[C:2]1[C:7]([Cl:8])=[CH:6][CH:5]=[CH:4][N:3]=1.[Br:9][C:10]1[CH:14]=[CH:13][NH:12][N:11]=1.C(=O)([O-])[O-].[K+].[K+], predict the reaction product. (6) Given the reactants [N:1]1([CH2:6][C:7]2[N:12]=[C:11]([NH:13]C(=O)OC(C)(C)C)[CH:10]=[CH:9][CH:8]=2)[CH2:5][CH2:4][CH2:3][CH2:2]1.C(O)(C(F)(F)F)=O, predict the reaction product. The product is: [N:1]1([CH2:6][C:7]2[N:12]=[C:11]([NH2:13])[CH:10]=[CH:9][CH:8]=2)[CH2:5][CH2:4][CH2:3][CH2:2]1. (7) Given the reactants Cl[P:2]([C:9]1[CH:14]=[CH:13][CH:12]=[CH:11][CH:10]=1)[C:3]1[CH:8]=[CH:7][CH:6]=[CH:5][CH:4]=1, predict the reaction product. The product is: [C:3]1([P:2]([C:3]2[CH:8]=[CH:7][CH:6]=[CH:5][CH:4]=2)[C:9]2[CH:14]=[CH:13][CH:12]=[CH:11][CH:10]=2)[CH:8]=[CH:7][CH:6]=[CH:5][CH:4]=1. (8) Given the reactants [NH2:1][C:2]1[CH:3]=[CH:4][C:5]([F:28])=[C:6]([C@:8]2([CH3:27])[CH2:13][N:12]3[C:14]([Cl:18])=[C:15]([Cl:17])[N:16]=[C:11]3[C:10]([NH:19][C:20](=[O:26])[O:21][C:22]([CH3:25])([CH3:24])[CH3:23])=[N:9]2)[CH:7]=1.[F:29][CH:30]([F:39])[N:31]1[CH:35]=[CH:34][C:33]([C:36](O)=[O:37])=[N:32]1, predict the reaction product. The product is: [Cl:17][C:15]1[N:16]=[C:11]2[C:10]([NH:19][C:20](=[O:26])[O:21][C:22]([CH3:24])([CH3:23])[CH3:25])=[N:9][C@@:8]([C:6]3[CH:7]=[C:2]([NH:1][C:36]([C:33]4[CH:34]=[CH:35][N:31]([CH:30]([F:39])[F:29])[N:32]=4)=[O:37])[CH:3]=[CH:4][C:5]=3[F:28])([CH3:27])[CH2:13][N:12]2[C:14]=1[Cl:18]. (9) Given the reactants [CH2:1]([N:8]1[CH2:13][CH2:12][C:11]2([CH2:18][CH2:17][N:16](C)[CH2:15][CH2:14]2)[CH2:10][CH2:9]1)C1C=CC=CC=1.[ClH:20].[H][H], predict the reaction product. The product is: [ClH:20].[ClH:20].[CH3:1][N:8]1[CH2:13][CH2:12][C:11]2([CH2:18][CH2:17][NH:16][CH2:15][CH2:14]2)[CH2:10][CH2:9]1.